Dataset: CYP1A2 inhibition data for predicting drug metabolism from PubChem BioAssay. Task: Regression/Classification. Given a drug SMILES string, predict its absorption, distribution, metabolism, or excretion properties. Task type varies by dataset: regression for continuous measurements (e.g., permeability, clearance, half-life) or binary classification for categorical outcomes (e.g., BBB penetration, CYP inhibition). Dataset: cyp1a2_veith. (1) The molecule is O=C(C/C=N/OCc1ccc(F)cc1Cl)c1cnc(-c2ccccc2)s1. The result is 1 (inhibitor). (2) The compound is O=C(N[C@@]1(C(=O)O)C[C@@H]1c1ccccc1)c1ccccc1. The result is 0 (non-inhibitor). (3) The compound is NC(=O)N[C@H](CC(=O)O)C(=O)O. The result is 0 (non-inhibitor). (4) The drug is CC(C)n1c(=O)c2c(O)cc(=O)oc2c2ccccc21. The result is 1 (inhibitor). (5) The molecule is CCOC(=O)C1=C(C)N=C2c3ccccc3C(=O)C2C1c1ccc(C)cc1. The result is 1 (inhibitor). (6) The molecule is Cn1ncc(Cl)c1C(=O)Nc1cccnc1. The result is 1 (inhibitor). (7) The result is 0 (non-inhibitor). The compound is CC(=O)OC[C@@H]1O[C@H](C/C=N\O[C@@H](C)CN2CCCCc3nc(C)c(C)cc32)C=C[C@@H]1OC(C)=O. (8) The result is 1 (inhibitor). The compound is CC(=O)N1N=C(c2cccc([N+](=O)[O-])c2)OC1c1ccccc1Cl. (9) The drug is CCNc1ncc2nc(-c3ccccc3)c(=O)n(C[C@H]3CCCO3)c2n1. The result is 1 (inhibitor).